From a dataset of Reaction yield outcomes from USPTO patents with 853,638 reactions. Predict the reaction yield, written as a fraction of the theoretical maximum amount of product (1.0 means a 100% yield; for example, 0.34 means a 34% yield). (1) The yield is 0.550. The reactants are C(OC([NH:8][C:9]1[CH:14]=[CH:13][CH:12]=[CH:11][C:10]=1[NH:15][C:16](=[O:36])[C:17]1[CH:22]=[CH:21][C:20]([N:23]2[CH2:28][CH2:27][N:26]([CH2:29][C:30]3[CH:35]=[CH:34][CH:33]=[CH:32][CH:31]=3)[CH2:25][CH2:24]2)=[N:19][CH:18]=1)=O)(C)(C)C.Cl. The product is [NH2:8][C:9]1[CH:14]=[CH:13][CH:12]=[CH:11][C:10]=1[NH:15][C:16](=[O:36])[C:17]1[CH:22]=[CH:21][C:20]([N:23]2[CH2:28][CH2:27][N:26]([CH2:29][C:30]3[CH:35]=[CH:34][CH:33]=[CH:32][CH:31]=3)[CH2:25][CH2:24]2)=[N:19][CH:18]=1. The catalyst is O1CCOCC1. (2) The reactants are [F:1][C:2]1[C:3]([CH:11]=[O:12])=[CH:4][C:5]2[O:9][CH2:8][O:7][C:6]=2[CH:10]=1.[BH4-].[Na+]. The catalyst is CO.CCOC(C)=O. The product is [F:1][C:2]1[C:3]([CH2:11][OH:12])=[CH:4][C:5]2[O:9][CH2:8][O:7][C:6]=2[CH:10]=1. The yield is 0.920.